The task is: Predict which catalyst facilitates the given reaction.. This data is from Catalyst prediction with 721,799 reactions and 888 catalyst types from USPTO. Reactant: C(O[C:4](=O)[CH:5]([N:9]([CH:23]1[CH2:25][CH2:24]1)[C:10]([NH:12][CH:13]1[CH:20]2[CH2:21][CH:16]3[CH2:17][CH:18]([CH2:22][CH:14]1[CH2:15]3)[CH2:19]2)=[O:11])[CH:6]([CH3:8])[CH3:7])C.[BH4-].[Na+]. Product: [CH:14]12[CH2:15][CH:16]3[CH2:17][CH:18]([CH2:19][CH:20]([CH2:21]3)[CH:13]1[N:12]1[CH:4]=[C:5]([CH:6]([CH3:7])[CH3:8])[N:9]([CH:23]3[CH2:24][CH2:25]3)[C:10]1=[O:11])[CH2:22]2. The catalyst class is: 8.